Dataset: Full USPTO retrosynthesis dataset with 1.9M reactions from patents (1976-2016). Task: Predict the reactants needed to synthesize the given product. (1) The reactants are: C(OC([N:11]1[CH2:16][CH2:15][CH:14]([N:17]([CH2:34][CH3:35])[C:18](=[O:33])[CH2:19][CH:20]2[CH2:25][CH2:24][N:23]([C:26]([O:28][C:29]([CH3:32])([CH3:31])[CH3:30])=[O:27])[CH2:22][CH2:21]2)[CH2:13][CH2:12]1)=O)C1C=CC=CC=1. Given the product [CH2:34]([N:17]([CH:14]1[CH2:13][CH2:12][NH:11][CH2:16][CH2:15]1)[C:18](=[O:33])[CH2:19][CH:20]1[CH2:25][CH2:24][N:23]([C:26]([O:28][C:29]([CH3:32])([CH3:31])[CH3:30])=[O:27])[CH2:22][CH2:21]1)[CH3:35], predict the reactants needed to synthesize it. (2) The reactants are: [C:1]([OH:4])(=O)[CH3:2].[C:5]([O:9][C:10]([C:12]1[C:20]2[CH2:19][CH:18]([CH2:21][NH2:22])[O:17][CH2:16][C:15]=2[S:14][C:13]=1[NH2:23])=[O:11])([CH3:8])([CH3:7])[CH3:6]. Given the product [C:5]([O:9][C:10]([C:12]1[C:20]2[CH2:19][CH:18]([CH2:21][N:22]3[CH2:16][C:15]4[C:2](=[CH:21][CH:18]=[CH:19][CH:20]=4)[C:1]3=[O:4])[O:17][CH2:16][C:15]=2[S:14][C:13]=1[NH2:23])=[O:11])([CH3:8])([CH3:6])[CH3:7], predict the reactants needed to synthesize it. (3) The reactants are: [Br:1][C:2]1[CH:3]=[CH:4][C:5]([O:8][CH3:9])=[N:6][CH:7]=1.C([O-])(=O)C.[Na+].[Br:15]Br. Given the product [Br:15][C:4]1[C:5]([O:8][CH3:9])=[N:6][CH:7]=[C:2]([Br:1])[CH:3]=1, predict the reactants needed to synthesize it. (4) The reactants are: N#N.[CH2:3]([O:5][C:6]([C:8]1[N:9]=[C:10](/[CH:13]=C/C2C=CC=CC=2)[O:11][CH:12]=1)=[O:7])[CH3:4].[OH2:21]. Given the product [CH2:3]([O:5][C:6]([C:8]1[N:9]=[C:10]([CH:13]=[O:21])[O:11][CH:12]=1)=[O:7])[CH3:4], predict the reactants needed to synthesize it. (5) Given the product [CH:1]1([O:6][C:7](=[O:26])[C@@H:8]([NH2:15])[CH2:9][O:10][C:11]([CH3:12])([CH3:13])[CH3:14])[CH2:2][CH2:3][CH2:4][CH2:5]1, predict the reactants needed to synthesize it. The reactants are: [CH:1]1([O:6][C:7](=[O:26])[C@@H:8]([NH:15]C(OCC2C=CC=CC=2)=O)[CH2:9][O:10][C:11]([CH3:14])([CH3:13])[CH3:12])[CH2:5][CH2:4][CH2:3][CH2:2]1.